From a dataset of Full USPTO retrosynthesis dataset with 1.9M reactions from patents (1976-2016). Predict the reactants needed to synthesize the given product. (1) Given the product [Cl:15][C:2]1[C:10]([C:11]([F:14])([F:13])[F:12])=[CH:9][CH:8]=[CH:7][C:3]=1[C:4]([Cl:6])=[O:5], predict the reactants needed to synthesize it. The reactants are: F[C:2]1[C:10]([C:11]([F:14])([F:13])[F:12])=[CH:9][CH:8]=[CH:7][C:3]=1[C:4]([Cl:6])=[O:5].[Cl:15]C1C(C(F)(F)F)=CC=CC=1C(O)=O.FC1C(C(F)(F)F)=CC=CC=1C(O)=O. (2) Given the product [CH2:16]([O:20][C:2]1[C:7]([F:8])=[C:6]([N:24]2[CH2:25][CH2:26][C:22]([CH3:27])([CH3:21])[CH2:23]2)[N:5]=[CH:4][N:3]=1)[C:17]#[C:18][CH3:19], predict the reactants needed to synthesize it. The reactants are: F[C:2]1[C:7]([F:8])=[C:6](F)[N:5]=[CH:4][N:3]=1.C(=O)([O-])[O-].[K+].[K+].[CH2:16]([OH:20])[C:17]#[C:18][CH3:19].[CH3:21][C:22]1([CH3:27])[CH2:26][CH2:25][NH:24][CH2:23]1.